Dataset: Forward reaction prediction with 1.9M reactions from USPTO patents (1976-2016). Task: Predict the product of the given reaction. (1) Given the reactants Cl[C:2]1[C:3](=[O:26])[N:4]([CH2:15][C:16]2[CH:21]=[CH:20][C:19]([O:22][CH:23]([F:25])[F:24])=[CH:18][CH:17]=2)[S:5](=[O:14])(=[O:13])[C:6]=1[C:7]1[CH:12]=[CH:11][CH:10]=[CH:9][CH:8]=1.[F:27][CH:28]([F:37])[O:29][C:30]1[CH:36]=[CH:35][C:33]([NH2:34])=[CH:32][CH:31]=1, predict the reaction product. The product is: [F:24][CH:23]([F:25])[O:22][C:19]1[CH:20]=[CH:21][C:16]([CH2:15][N:4]2[C:3](=[O:26])[C:2]([NH:34][C:33]3[CH:35]=[CH:36][C:30]([O:29][CH:28]([F:27])[F:37])=[CH:31][CH:32]=3)=[C:6]([C:7]3[CH:12]=[CH:11][CH:10]=[CH:9][CH:8]=3)[S:5]2(=[O:14])=[O:13])=[CH:17][CH:18]=1. (2) Given the reactants [NH2:1][C:2]1[CH:3]=[C:4]2[C:8](=[CH:9][C:10]=1[N+:11]([O-])=O)[N:7]([CH2:14][CH3:15])[C:6](=[O:16])[C:5]2([CH3:18])[CH3:17], predict the reaction product. The product is: [NH2:1][C:2]1[CH:3]=[C:4]2[C:8](=[CH:9][C:10]=1[NH2:11])[N:7]([CH2:14][CH3:15])[C:6](=[O:16])[C:5]2([CH3:17])[CH3:18].